From a dataset of Reaction yield outcomes from USPTO patents with 853,638 reactions. Predict the reaction yield, written as a fraction of the theoretical maximum amount of product (1.0 means a 100% yield; for example, 0.34 means a 34% yield). (1) The reactants are Cl[C:2]1[CH:14]=[C:13]([CH3:15])[C:12]2[C:11]3[C:6](=[CH:7][CH:8]=[CH:9][CH:10]=3)[N:5]([CH2:16][CH:17]([CH3:19])[CH3:18])[C:4]=2[CH:3]=1.[CH3:20][C:21]1([CH3:37])[C:25]([CH3:27])([CH3:26])[O:24][B:23]([B:23]2[O:24][C:25]([CH3:27])([CH3:26])[C:21]([CH3:37])([CH3:20])[O:22]2)[O:22]1.C([O-])(=O)C.[K+]. The catalyst is C1(P(C2CCCCC2)C2C=C(C3C(OC)=CC=CC=3OC)C=CC=2)CCCCC1.O1CCOCC1. The product is [CH2:16]([N:5]1[C:4]2[CH:3]=[C:2]([B:23]3[O:24][C:25]([CH3:27])([CH3:26])[C:21]([CH3:37])([CH3:20])[O:22]3)[CH:14]=[C:13]([CH3:15])[C:12]=2[C:11]2[C:6]1=[CH:7][CH:8]=[CH:9][CH:10]=2)[CH:17]([CH3:19])[CH3:18]. The yield is 0.860. (2) The reactants are C(OC(=O)C)(=O)C.[N+]([O-])(O)=O.C(=O)(O)[O-].[Na+].[CH3:17][O:18][C:19]1[CH:20]=[C:21]2[C:26](=[CH:27][CH:28]=1)[CH:25]=[C:24]([C@H:29]([CH3:40])[C:30]([O:32][CH2:33][CH2:34]S(CCO)=O)=[O:31])[CH:23]=[CH:22]2. The catalyst is C(OCC)(=O)C. The product is [CH3:17][O:18][C:19]1[CH:20]=[C:21]2[C:26](=[CH:27][CH:28]=1)[CH:25]=[C:24]([C@H:29]([CH3:40])[C:30]([O:32][CH2:33][CH3:34])=[O:31])[CH:23]=[CH:22]2. The yield is 0.220. (3) The reactants are [O:1]=[C:2]1[CH:7]=[CH:6][CH2:5][CH2:4][N:3]1[C:8]([O:10][C:11]([CH3:14])([CH3:13])[CH3:12])=[O:9].[CH3:15][N+:16]([O-:18])=[O:17].C1CCN2C(=NCCC2)CC1. No catalyst specified. The product is [N+:16]([CH2:15][CH:6]1[CH2:5][CH2:4][N:3]([C:8]([O:10][C:11]([CH3:14])([CH3:13])[CH3:12])=[O:9])[C:2](=[O:1])[CH2:7]1)([O-:18])=[O:17]. The yield is 0.220. (4) The reactants are [CH3:1][C:2]1[O:6][N:5]=[C:4]([C:7]2[CH:12]=[CH:11][CH:10]=[CH:9][CH:8]=2)[C:3]=1[C:13]1[N:14]=[C:15]2[CH:20]=[C:19]([C:21](O)=[O:22])[CH:18]=[CH:17][N:16]2[CH:24]=1.[CH:25]1([NH2:29])[CH2:28][CH2:27][CH2:26]1. No catalyst specified. The product is [CH:25]1([NH:29][C:21]([C:19]2[CH:18]=[CH:17][N:16]3[CH:24]=[C:13]([C:3]4[C:4]([C:7]5[CH:12]=[CH:11][CH:10]=[CH:9][CH:8]=5)=[N:5][O:6][C:2]=4[CH3:1])[N:14]=[C:15]3[CH:20]=2)=[O:22])[CH2:28][CH2:27][CH2:26]1. The yield is 0.800.